Dataset: Reaction yield outcomes from USPTO patents with 853,638 reactions. Task: Predict the reaction yield, written as a fraction of the theoretical maximum amount of product (1.0 means a 100% yield; for example, 0.34 means a 34% yield). (1) The reactants are O.ON1C2C=CC=CC=2N=N1.Cl.C(N=C=NCCCN(C)C)C.C(N(CC)CC)C.[CH2:31]([N:35]1[C:43]([N:44]2[CH2:49][CH2:48][NH:47][CH2:46][CH2:45]2)=[N:42][C:41]2[C:36]1=[N:37][C:38]([C:56]1[CH:57]=[N:58][C:59]([NH2:62])=[N:60][CH:61]=1)=[N:39][C:40]=2[N:50]1[CH2:55][CH2:54][O:53][CH2:52][CH2:51]1)[CH:32]([CH3:34])[CH3:33].[C:63](O)(=[O:66])[CH2:64][OH:65]. The catalyst is C(Cl)Cl.CO.CN(C)C=O. The product is [NH2:62][C:59]1[N:60]=[CH:61][C:56]([C:38]2[N:37]=[C:36]3[C:41]([N:42]=[C:43]([N:44]4[CH2:49][CH2:48][N:47]([C:64](=[O:65])[CH2:63][OH:66])[CH2:46][CH2:45]4)[N:35]3[CH2:31][CH:32]([CH3:34])[CH3:33])=[C:40]([N:50]3[CH2:55][CH2:54][O:53][CH2:52][CH2:51]3)[N:39]=2)=[CH:57][N:58]=1. The yield is 0.730. (2) The reactants are [Cl:1][C:2]1[CH:14]=[C:13]([CH2:15]O)[CH:12]=[C:11]([O:17][CH3:18])[C:3]=1[O:4][CH2:5][C:6]([O:8][CH2:9][CH3:10])=[O:7].P(Br)(Br)[Br:20]. The catalyst is ClCCl. The product is [Br:20][CH2:15][C:13]1[CH:12]=[C:11]([O:17][CH3:18])[C:3]([O:4][CH2:5][C:6]([O:8][CH2:9][CH3:10])=[O:7])=[C:2]([Cl:1])[CH:14]=1. The yield is 0.780.